From a dataset of Catalyst prediction with 721,799 reactions and 888 catalyst types from USPTO. Predict which catalyst facilitates the given reaction. Reactant: [CH2:1]([O:8][C:9]1[CH:14]=[CH:13][C:12]([C:15]2[N:19]([C:20]3[CH:25]=[CH:24][C:23]([Cl:26])=[CH:22][C:21]=3[Cl:27])[N:18]=[C:17]([C:28](O)=[O:29])[C:16]=2[CH3:31])=[CH:11][CH:10]=1)[C:2]1[CH:7]=[CH:6][CH:5]=[CH:4][CH:3]=1.C(Cl)(=O)C(Cl)=O.C(N(CC)CC)C.[NH2:45][N:46]1[CH2:51][CH2:50][CH2:49][CH2:48][CH2:47]1. Product: [N:46]1([NH:45][C:28]([C:17]2[C:16]([CH3:31])=[C:15]([C:12]3[CH:13]=[CH:14][C:9]([O:8][CH2:1][C:2]4[CH:7]=[CH:6][CH:5]=[CH:4][CH:3]=4)=[CH:10][CH:11]=3)[N:19]([C:20]3[CH:25]=[CH:24][C:23]([Cl:26])=[CH:22][C:21]=3[Cl:27])[N:18]=2)=[O:29])[CH2:51][CH2:50][CH2:49][CH2:48][CH2:47]1. The catalyst class is: 139.